Regression. Given two drug SMILES strings and cell line genomic features, predict the synergy score measuring deviation from expected non-interaction effect. From a dataset of Merck oncology drug combination screen with 23,052 pairs across 39 cell lines. (1) Drug 1: N#Cc1ccc(Cn2cncc2CN2CCN(c3cccc(Cl)c3)C(=O)C2)cc1. Drug 2: NC1(c2ccc(-c3nc4ccn5c(=O)[nH]nc5c4cc3-c3ccccc3)cc2)CCC1. Cell line: A427. Synergy scores: synergy=33.5. (2) Drug 1: NC(=O)c1cccc2cn(-c3ccc(C4CCCNC4)cc3)nc12. Drug 2: CCc1c2c(nc3ccc(O)cc13)-c1cc3c(c(=O)n1C2)COC(=O)C3(O)CC. Cell line: UWB1289BRCA1. Synergy scores: synergy=31.6. (3) Drug 1: CCN(CC)CCNC(=O)c1c(C)[nH]c(C=C2C(=O)Nc3ccc(F)cc32)c1C. Drug 2: CCC1(O)C(=O)OCc2c1cc1n(c2=O)Cc2cc3c(CN(C)C)c(O)ccc3nc2-1. Cell line: HT144. Synergy scores: synergy=-6.78. (4) Drug 1: CCN(CC)CCNC(=O)c1c(C)[nH]c(C=C2C(=O)Nc3ccc(F)cc32)c1C. Drug 2: CCC1(O)C(=O)OCc2c1cc1n(c2=O)Cc2cc3c(CN(C)C)c(O)ccc3nc2-1. Cell line: OVCAR3. Synergy scores: synergy=-33.1.